Dataset: Forward reaction prediction with 1.9M reactions from USPTO patents (1976-2016). Task: Predict the product of the given reaction. (1) Given the reactants [N:1]1([C:13]2[CH:18]=[CH:17][C:16]([N:19]3[C:23]4=[N:24][CH:25]=[CH:26][CH:27]=[C:22]4[NH:21][C:20]3=[O:28])=[CH:15][CH:14]=2)[C:5]2=[N:6][C:7]3[CH:12]=[CH:11][CH:10]=[CH:9][C:8]=3[N:4]2[CH2:3][CH2:2]1.[CH2:29](I)[CH3:30].[H-].[Na+].O, predict the reaction product. The product is: [N:1]1([C:13]2[CH:18]=[CH:17][C:16]([N:19]3[C:23]4=[N:24][CH:25]=[CH:26][CH:27]=[C:22]4[N:21]([CH2:29][CH3:30])[C:20]3=[O:28])=[CH:15][CH:14]=2)[C:5]2=[N:6][C:7]3[CH:12]=[CH:11][CH:10]=[CH:9][C:8]=3[N:4]2[CH2:3][CH2:2]1. (2) Given the reactants [O:1]=[C:2]1[N:6]2[CH2:7][CH2:8][N:9]([C:11]([NH:13][C:14]3[C:22]4[N:21]=[CH:20][N:19](C(OC(C)(C)C)=O)[C:18]=4[CH:17]=[CH:16][CH:15]=3)=[O:12])[CH2:10][CH:5]2[C:4]([C:36]2[CH:41]=[CH:40][CH:39]=[CH:38][CH:37]=2)([C:30]2[CH:35]=[CH:34][CH:33]=[CH:32][CH:31]=2)[O:3]1.[ClH:42].C(OCC)(=O)C, predict the reaction product. The product is: [ClH:42].[NH:19]1[C:18]2[CH:17]=[CH:16][CH:15]=[C:14]([NH:13][C:11]([N:9]3[CH2:8][CH2:7][N:6]4[C:2](=[O:1])[O:3][C:4]([C:36]5[CH:37]=[CH:38][CH:39]=[CH:40][CH:41]=5)([C:30]5[CH:35]=[CH:34][CH:33]=[CH:32][CH:31]=5)[CH:5]4[CH2:10]3)=[O:12])[C:22]=2[N:21]=[CH:20]1.